Dataset: Blood-brain barrier permeability classification from the B3DB database. Task: Regression/Classification. Given a drug SMILES string, predict its absorption, distribution, metabolism, or excretion properties. Task type varies by dataset: regression for continuous measurements (e.g., permeability, clearance, half-life) or binary classification for categorical outcomes (e.g., BBB penetration, CYP inhibition). Dataset: b3db_classification. The result is 1 (penetrates BBB). The drug is CC(C)(C)CC(=O)OCC(=O)C1(O)CCC2C3CCC4=CC(=O)C=CC4(C)C3C(O)CC21C.